From a dataset of Full USPTO retrosynthesis dataset with 1.9M reactions from patents (1976-2016). Predict the reactants needed to synthesize the given product. (1) The reactants are: [Cl:1][C:2]1[CH:21]=[CH:20][C:5]([O:6][C:7]2[CH:12]=[N:11][CH:10]=[C:9]3[S:13][C:14]([C:16](OC)=[O:17])=[CH:15][C:8]=23)=[CH:4][CH:3]=1.[CH3:22][NH2:23].[H-].[Na+].O. Given the product [Cl:1][C:2]1[CH:21]=[CH:20][C:5]([O:6][C:7]2[CH:12]=[N:11][CH:10]=[C:9]3[S:13][C:14]([C:16]([NH:23][CH3:22])=[O:17])=[CH:15][C:8]=23)=[CH:4][CH:3]=1, predict the reactants needed to synthesize it. (2) Given the product [F:12][C:13]1[CH:18]=[CH:17][CH:16]=[CH:15][C:14]=1[NH:19][C:20]1[S:21][CH:3]=[C:4]([C:6]2[CH:11]=[CH:10][N:9]=[CH:8][CH:7]=2)[N:22]=1, predict the reactants needed to synthesize it. The reactants are: Br.Br[CH2:3][C:4]([C:6]1[CH:11]=[CH:10][N:9]=[CH:8][CH:7]=1)=O.[F:12][C:13]1[CH:18]=[CH:17][CH:16]=[CH:15][C:14]=1[NH:19][C:20]([NH2:22])=[S:21].N. (3) Given the product [CH3:1][C:2]1[C:7]([NH:8][C:9]([C:11]2[CH:12]=[CH:13][C:14]3[C@@:20]4([CH2:26][CH3:27])[CH2:21][CH2:22][C@:23]([OH:25])([C:42]5[CH:43]=[CH:44][CH:45]=[CH:46][CH:62]=5)[CH2:24][C@H:19]4[CH2:18][CH2:17][CH2:16][C:15]=3[CH:31]=2)=[O:10])=[CH:6][CH:5]=[CH:4][N:3]=1.[CH3:32][C:33]1[C:38]([NH:39][C:40]([C:42]2[CH:43]=[CH:44][C:45]3[C@:51]4([CH2:57][CH3:58])[CH2:52][CH2:53][C@@:54]([OH:56])([C:63]5[CH:68]=[CH:67][CH:66]=[CH:65][CH:64]=5)[CH2:55][C@@H:50]4[CH2:49][CH2:48][CH2:47][C:46]=3[CH:62]=2)=[O:41])=[CH:37][CH:36]=[CH:35][N:34]=1, predict the reactants needed to synthesize it. The reactants are: [CH3:1][C:2]1[C:7]([NH:8][C:9]([C:11]2[CH:12]=[CH:13][C:14]3[C@@:20]4([CH2:26][C:27](F)(F)F)[CH2:21][CH2:22][C:23](=[O:25])[CH2:24][C@H:19]4[CH2:18][CH2:17][CH2:16][C:15]=3[CH:31]=2)=[O:10])=[CH:6][CH:5]=[CH:4][N:3]=1.[CH3:32][C:33]1[C:38]([NH:39][C:40]([C:42]2[CH:43]=[CH:44][C:45]3[C@:51]4([CH2:57][C:58](F)(F)F)[CH2:52][CH2:53][C:54](=[O:56])[CH2:55][C@@H:50]4[CH2:49][CH2:48][CH2:47][C:46]=3[CH:62]=2)=[O:41])=[CH:37][CH:36]=[CH:35][N:34]=1.[C:63]1([Mg]Br)[CH:68]=[CH:67][CH:66]=[CH:65][CH:64]=1. (4) Given the product [CH3:1][O:2][C:3](=[O:26])[CH2:4][C@H:5]1[C:9]2[CH:10]=[CH:11][C:12]([O:14][C@H:15]3[C:23]4[C:18](=[C:19]([CH2:32][C:31]5[CH:30]=[C:29]([F:28])[CH:36]=[C:35]([F:37])[CH:34]=5)[CH:20]=[CH:21][C:22]=4[F:24])[CH2:17][CH2:16]3)=[CH:13][C:8]=2[O:7][CH2:6]1, predict the reactants needed to synthesize it. The reactants are: [CH3:1][O:2][C:3](=[O:26])[CH2:4][C@H:5]1[C:9]2[CH:10]=[CH:11][C:12]([O:14][C@H:15]3[C:23]4[C:18](=[C:19](Br)[CH:20]=[CH:21][C:22]=4[F:24])[CH2:17][CH2:16]3)=[CH:13][C:8]=2[O:7][CH2:6]1.[Br-].[F:28][C:29]1[CH:30]=[C:31]([CH:34]=[C:35]([F:37])[CH:36]=1)[CH2:32][Zn+]. (5) Given the product [Cl:1][C:2]1[CH:7]=[CH:6][CH:5]=[CH:4][C:3]=1[N:8]1[C:16]([C:17]2[CH:22]=[CH:21][C:20]([Cl:23])=[CH:19][CH:18]=2)=[C:15]2[C:10]([C:11](=[O:24])[N:12]([CH2:31][C:32]([F:35])([F:34])[F:33])[CH:13]=[CH:14]2)=[N:9]1, predict the reactants needed to synthesize it. The reactants are: [Cl:1][C:2]1[CH:7]=[CH:6][CH:5]=[CH:4][C:3]=1[N:8]1[C:16]([C:17]2[CH:22]=[CH:21][C:20]([Cl:23])=[CH:19][CH:18]=2)=[C:15]2[C:10]([C:11]([OH:24])=[N:12][CH:13]=[CH:14]2)=[N:9]1.FC(F)(F)S(O[CH2:31][C:32]([F:35])([F:34])[F:33])(=O)=O.C([O-])([O-])=O.[Cs+].[Cs+]. (6) Given the product [CH3:42][S:39]([O:16][CH2:15][C@H:12]1[CH2:11][CH2:10][C@H:9]([NH:8][C:5]2[CH:4]=[C:3]([C:17]3[CH:22]=[CH:21][CH:20]=[C:19]([NH:23][CH2:24][C:25]4[CH:30]=[CH:29][CH:28]=[C:27]([F:31])[CH:26]=4)[N:18]=3)[C:2]([Cl:1])=[CH:7][N:6]=2)[CH2:14][CH2:13]1)(=[O:41])=[O:40], predict the reactants needed to synthesize it. The reactants are: [Cl:1][C:2]1[C:3]([C:17]2[CH:22]=[CH:21][CH:20]=[C:19]([NH:23][CH2:24][C:25]3[CH:30]=[CH:29][CH:28]=[C:27]([F:31])[CH:26]=3)[N:18]=2)=[CH:4][C:5]([NH:8][C@H:9]2[CH2:14][CH2:13][C@H:12]([CH2:15][OH:16])[CH2:11][CH2:10]2)=[N:6][CH:7]=1.C(N(CC)CC)C.[S:39](Cl)([CH3:42])(=[O:41])=[O:40]. (7) The reactants are: [C:1]([O:5][C:6]([N:8]1[CH2:13][CH2:12][CH2:11][C:10]([CH3:17])([C:14]([OH:16])=O)[CH2:9]1)=[O:7])([CH3:4])([CH3:3])[CH3:2].[CH2:18]([NH:20][CH2:21][CH3:22])[CH3:19]. Given the product [CH2:18]([N:20]([CH2:21][CH3:22])[C:14]([C:10]1([CH3:17])[CH2:11][CH2:12][CH2:13][N:8]([C:6]([O:5][C:1]([CH3:2])([CH3:3])[CH3:4])=[O:7])[CH2:9]1)=[O:16])[CH3:19], predict the reactants needed to synthesize it.